Dataset: Full USPTO retrosynthesis dataset with 1.9M reactions from patents (1976-2016). Task: Predict the reactants needed to synthesize the given product. (1) Given the product [N:23]1([CH2:28][C:29]2[CH:30]=[CH:31][C:32]([O:22][CH2:21][CH2:20][CH2:19][C:10]3[N:11]=[C:12]([C:13]4[CH:14]=[CH:15][CH:16]=[CH:17][CH:18]=4)[C:7]([C:1]4[CH:2]=[CH:3][CH:4]=[CH:5][CH:6]=4)=[N:8][CH:9]=3)=[CH:33][CH:34]=2)[CH:27]=[CH:26][N:25]=[CH:24]1, predict the reactants needed to synthesize it. The reactants are: [C:1]1([C:7]2[N:8]=[CH:9][C:10]([CH2:19][CH2:20][CH2:21][OH:22])=[N:11][C:12]=2[C:13]2[CH:18]=[CH:17][CH:16]=[CH:15][CH:14]=2)[CH:6]=[CH:5][CH:4]=[CH:3][CH:2]=1.[N:23]1([CH2:28][C:29]2[CH:34]=[CH:33][C:32](O)=[CH:31][CH:30]=2)[CH:27]=[CH:26][N:25]=[CH:24]1.C1(P(C2C=CC=CC=2)C2C=CC=CC=2)C=CC=CC=1.N(C(OCC)=O)=NC(OCC)=O. (2) Given the product [C:15]([C:23]1[C:4]([CH2:3][O:2][CH3:1])=[C:5]([C:6]([O:8][CH3:9])=[O:7])[NH:11][C:24]=1[CH3:25])(=[O:22])[C:16]1[CH:21]=[CH:20][CH:19]=[CH:18][CH:17]=1, predict the reactants needed to synthesize it. The reactants are: [CH3:1][O:2][CH2:3][C:4](=O)[CH2:5][C:6]([O:8][CH3:9])=[O:7].[N:11]([O-])=O.[Na+].[C:15]([CH2:23][C:24](=O)[CH3:25])(=[O:22])[C:16]1[CH:21]=[CH:20][CH:19]=[CH:18][CH:17]=1.C([O-])(=O)C.[Na+]. (3) Given the product [N:25]1([C:23]([C:20]2[CH:19]=[CH:18][C:17]([C:14]3[CH:15]=[CH:16][C:10]4[O:9][C:8]([CH2:7][CH2:6][N:31]5[CH2:35][CH2:34][C@@H:33]([OH:36])[CH2:32]5)=[CH:12][C:11]=4[CH:13]=3)=[CH:22][CH:21]=2)=[O:24])[CH2:30][CH2:29][O:28][CH2:27][CH2:26]1, predict the reactants needed to synthesize it. The reactants are: CS(O[CH2:6][CH2:7][C:8]1[O:9][C:10]2[CH:16]=[CH:15][C:14]([C:17]3[CH:22]=[CH:21][C:20]([C:23]([N:25]4[CH2:30][CH2:29][O:28][CH2:27][CH2:26]4)=[O:24])=[CH:19][CH:18]=3)=[CH:13][C:11]=2[CH:12]=1)(=O)=O.[NH:31]1[CH2:35][CH2:34][C@@H:33]([OH:36])[CH2:32]1. (4) Given the product [F:24][C:2]([F:1])([C:18]1[CH:23]=[CH:22][CH:21]=[CH:20][CH:19]=1)[C:3]1[CH:4]=[N:5][C:6]([N:9]2[CH2:14][CH2:13][NH:12][CH2:11][CH2:10]2)=[N:7][CH:8]=1, predict the reactants needed to synthesize it. The reactants are: [F:1][C:2]([F:24])([C:18]1[CH:23]=[CH:22][CH:21]=[CH:20][CH:19]=1)[C:3]1[CH:4]=[N:5][C:6]([N:9]2[CH2:14][CH2:13][N:12](C([O-])=O)[CH2:11][CH2:10]2)=[N:7][CH:8]=1.I[Si](C)(C)C. (5) Given the product [CH:9]1([CH2:14][CH:15]([C:19]2[CH:24]=[CH:23][C:22]([Cl:25])=[C:21]([Cl:26])[CH:20]=2)[C:16]([NH:1][C:2]2[CH:7]=[CH:6][CH:5]=[CH:4][N:3]=2)=[O:17])[CH2:13][CH2:12][CH2:11][CH2:10]1, predict the reactants needed to synthesize it. The reactants are: [NH2:1][C:2]1[CH:7]=[CH:6][C:5](Br)=[CH:4][N:3]=1.[CH:9]1([CH2:14][CH:15]([C:19]2[CH:24]=[CH:23][C:22]([Cl:25])=[C:21]([Cl:26])[CH:20]=2)[C:16](O)=[O:17])[CH2:13][CH2:12][CH2:11][CH2:10]1. (6) Given the product [N:2]([C:3]1[CH:8]=[C:7]([P:9]([OH:10])(=[O:12])[OH:11])[CH:6]=[C:5]([P:13]([OH:16])(=[O:14])[OH:15])[CH:4]=1)=[C:17]=[S:18], predict the reactants needed to synthesize it. The reactants are: Cl.[NH2:2][C:3]1[CH:8]=[C:7]([P:9]([OH:12])(=[O:11])[OH:10])[CH:6]=[C:5]([P:13]([OH:16])(=[O:15])[OH:14])[CH:4]=1.[C:17](Cl)(Cl)=[S:18]. (7) Given the product [Cl:13][C:14]1[C:15]([F:20])=[CH:16][N:17]=[CH:18][C:19]=1[CH:24]=[O:25], predict the reactants needed to synthesize it. The reactants are: C(NC(C)C)(C)C.C([Li])CCC.[Cl:13][C:14]1[CH:19]=[CH:18][N:17]=[CH:16][C:15]=1[F:20].CN([CH:24]=[O:25])C.